From a dataset of Full USPTO retrosynthesis dataset with 1.9M reactions from patents (1976-2016). Predict the reactants needed to synthesize the given product. (1) Given the product [CH3:18][C:9]1[CH:10]=[C:11]([N+:15]([O-:17])=[O:16])[CH:12]=[C:13]([CH3:14])[C:8]=1[N:4]1[CH:5]=[CH:6][CH:7]=[C:2]([CH:20]=[CH2:21])[C:3]1=[O:19], predict the reactants needed to synthesize it. The reactants are: Br[C:2]1[C:3](=[O:19])[N:4]([C:8]2[C:13]([CH3:14])=[CH:12][C:11]([N+:15]([O-:17])=[O:16])=[CH:10][C:9]=2[CH3:18])[CH:5]=[CH:6][CH:7]=1.[CH2:20](C([Sn])=C(CCCC)CCCC)[CH2:21]CC. (2) Given the product [C:1]([O:5][C:6]([NH:8][C:9]12[CH2:10][CH2:11][C:12]([C:17]([NH:20][C:21]3[CH:26]=[CH:25][C:24]([Cl:27])=[CH:23][C:22]=3[C:28]([F:31])([F:29])[F:30])=[O:19])([CH2:15][CH2:16]1)[CH2:13][CH2:14]2)=[O:7])([CH3:2])([CH3:3])[CH3:4], predict the reactants needed to synthesize it. The reactants are: [C:1]([O:5][C:6]([NH:8][C:9]12[CH2:16][CH2:15][C:12]([C:17]([OH:19])=O)([CH2:13][CH2:14]1)[CH2:11][CH2:10]2)=[O:7])([CH3:4])([CH3:3])[CH3:2].[NH2:20][C:21]1[CH:26]=[CH:25][C:24]([Cl:27])=[CH:23][C:22]=1[C:28]([F:31])([F:30])[F:29]. (3) Given the product [Cl:24][C:18]1[CH:17]=[C:16]([CH2:15][CH2:14][C:5]2([CH:9]3[CH2:13][CH2:12][CH2:11][CH2:10]3)[O:4][C:3](=[O:25])[C:2]([S:26][C:27]3[N:40]=[C:30]4[N:31]=[CH:32][C:33]([C:35]([O:37][CH2:38][CH3:39])=[O:36])=[CH:34][N:29]4[N:28]=3)=[C:7]([OH:8])[CH2:6]2)[CH:21]=[CH:20][C:19]=1[O:22][CH3:23], predict the reactants needed to synthesize it. The reactants are: Cl[CH:2]1[C:7](=[O:8])[CH2:6][C:5]([CH2:14][CH2:15][C:16]2[CH:21]=[CH:20][C:19]([O:22][CH3:23])=[C:18]([Cl:24])[CH:17]=2)([CH:9]2[CH2:13][CH2:12][CH2:11][CH2:10]2)[O:4][C:3]1=[O:25].[SH:26][C:27]1[N:40]=[C:30]2[N:31]=[CH:32][C:33]([C:35]([O:37][CH2:38][CH3:39])=[O:36])=[CH:34][N:29]2[N:28]=1. (4) Given the product [O:1]=[C:2]1[C:10](=[O:11])[C:9]2[C:4](=[CH:5][CH:6]=[C:7]([S:12][CH2:13][CH2:14][C:15]3[CH:25]=[CH:24][C:18]([C:19]([OH:21])=[O:20])=[CH:17][CH:16]=3)[CH:8]=2)[N:3]1[CH2:26][C:27]1[CH:32]=[CH:31][CH:30]=[CH:29][CH:28]=1, predict the reactants needed to synthesize it. The reactants are: [O:1]=[C:2]1[C:10](=[O:11])[C:9]2[C:4](=[CH:5][CH:6]=[C:7]([S:12][CH2:13][CH2:14][C:15]3[CH:25]=[CH:24][C:18]([C:19]([O:21]CC)=[O:20])=[CH:17][CH:16]=3)[CH:8]=2)[N:3]1[CH2:26][C:27]1[CH:32]=[CH:31][CH:30]=[CH:29][CH:28]=1.C(=O)([O-])[O-].[K+].[K+]. (5) Given the product [CH:23]([N:20]1[CH2:19][CH2:18][CH:17]([C:14]2[CH:13]=[CH:12][C:11]([NH2:10])=[CH:16][CH:15]=2)[CH2:22][CH2:21]1)([CH3:25])[CH3:24], predict the reactants needed to synthesize it. The reactants are: C(OC(=O)[NH:10][C:11]1[CH:16]=[CH:15][C:14]([C:17]2[CH2:18][CH2:19][N:20]([CH:23]([CH3:25])[CH3:24])[CH2:21][CH:22]=2)=[CH:13][CH:12]=1)C1C=CC=CC=1.